Dataset: Full USPTO retrosynthesis dataset with 1.9M reactions from patents (1976-2016). Task: Predict the reactants needed to synthesize the given product. (1) Given the product [N+:26]([C:17]1[CH:18]=[N:19][C:20]2[C:25]([C:16]=1[NH:1][CH2:2][CH2:3][CH2:4][CH2:5][NH:6][C:7](=[O:13])[O:8][C:9]([CH3:10])([CH3:12])[CH3:11])=[CH:24][CH:23]=[CH:22][CH:21]=2)([O-:28])=[O:27], predict the reactants needed to synthesize it. The reactants are: [NH2:1][CH2:2][CH2:3][CH2:4][CH2:5][NH:6][C:7](=[O:13])[O:8][C:9]([CH3:12])([CH3:11])[CH3:10].Cl.Cl[C:16]1[C:25]2[C:20](=[CH:21][CH:22]=[CH:23][CH:24]=2)[N:19]=[CH:18][C:17]=1[N+:26]([O-:28])=[O:27]. (2) Given the product [CH3:15][C:3]1[C:2]([NH:25][C:17]([CH3:18])([CH2:19][CH2:20][S:21]([CH3:24])(=[O:23])=[O:22])[CH3:16])=[N:11][C:10]2[C:5](=[CH:6][CH:7]=[CH:8][C:9]=2[C:12](=[O:14])[CH3:13])[N:4]=1, predict the reactants needed to synthesize it. The reactants are: F[C:2]1[C:3]([CH3:15])=[N:4][C:5]2[C:10]([N:11]=1)=[C:9]([C:12](=[O:14])[CH3:13])[CH:8]=[CH:7][CH:6]=2.[CH3:16][C:17]([NH2:25])([CH2:19][CH2:20][S:21]([CH3:24])(=[O:23])=[O:22])[CH3:18].C(N(C(C)C)C(C)C)C.